From a dataset of Rat liver microsome stability data. Regression/Classification. Given a drug SMILES string, predict its absorption, distribution, metabolism, or excretion properties. Task type varies by dataset: regression for continuous measurements (e.g., permeability, clearance, half-life) or binary classification for categorical outcomes (e.g., BBB penetration, CYP inhibition). Dataset: rlm. The molecule is Cn1c(=O)c2nc(O)[nH]c2n(C)c1=O. The result is 0 (unstable in rat liver microsomes).